From a dataset of Peptide-MHC class II binding affinity with 134,281 pairs from IEDB. Regression. Given a peptide amino acid sequence and an MHC pseudo amino acid sequence, predict their binding affinity value. This is MHC class II binding data. The peptide sequence is RSIQDNQVAYLIIGIK. The MHC is HLA-DQA10201-DQB10301 with pseudo-sequence HLA-DQA10201-DQB10301. The binding affinity (normalized) is 0.354.